From a dataset of Forward reaction prediction with 1.9M reactions from USPTO patents (1976-2016). Predict the product of the given reaction. (1) The product is: [C:20]1([CH:26]([CH:31]2[CH2:36][CH2:35][N:34]([C:2]3[N:7]=[CH:6][CH:5]=[CH:4][N:3]=3)[CH2:33][CH2:32]2)[C:27]([O:29][CH3:30])=[O:28])[CH:21]=[CH:22][CH:23]=[CH:24][CH:25]=1. Given the reactants Cl[C:2]1[N:7]=[CH:6][CH:5]=[CH:4][N:3]=1.C1(N2CCNCC2)C=CC=CC=1.[C:20]1([CH:26]([CH:31]2[CH2:36][CH2:35][NH:34][CH2:33][CH2:32]2)[C:27]([O:29][CH3:30])=[O:28])[CH:25]=[CH:24][CH:23]=[CH:22][CH:21]=1.C(=O)([O-])[O-].[K+].[K+], predict the reaction product. (2) Given the reactants [Cl:1]C1C=CC(C[C@H](N)CO)=CC=1.OCCN.[CH:17]([CH:20]1[NH:24][C@@H:23]([CH2:25][C:26]2[CH:31]=[CH:30][C:29]([Cl:32])=[CH:28][CH:27]=2)[CH2:22]O1)([CH3:19])[CH3:18].O1CCNC1.[Cl:38]C1C=CC(C[C@H](NCC(C)C)CO)=CC=1.O=S(Cl)Cl, predict the reaction product. The product is: [Cl-:1].[Cl:32][C:29]1[CH:30]=[CH:31][C:26]([CH2:25][C@H:23]([NH2+:24][CH2:20][CH:17]([CH3:19])[CH3:18])[CH2:22][Cl:38])=[CH:27][CH:28]=1. (3) Given the reactants [CH:1]1([N:4]([S:19]([C:22]2[CH:27]=[CH:26][CH:25]=[C:24]([C:28]([F:31])([F:30])[F:29])[CH:23]=2)(=[O:21])=[O:20])[CH:5]2[CH2:10][CH2:9][CH2:8][N:7]([CH2:11][C:12]([NH:14][CH2:15][CH:16](C)[CH3:17])=[O:13])[CH2:6]2)[CH2:3][CH2:2]1.Cl.C1(N(C2CCCNC2)S(C2C=CC=[C:42]([C:46](F)(F)[F:47])[CH:41]=2)(=O)=O)CC1.C([O-])([O-])=O.[K+].[K+], predict the reaction product. The product is: [CH:1]1([N:4]([S:19]([C:22]2[CH:27]=[CH:26][CH:25]=[C:24]([C:28]([F:31])([F:29])[F:30])[CH:23]=2)(=[O:20])=[O:21])[CH:5]2[CH2:10][CH2:9][CH2:8][N:7]([CH2:11][C:12]([NH:14][C:15]3[CH:41]=[CH:42][C:46]([F:47])=[CH:17][CH:16]=3)=[O:13])[CH2:6]2)[CH2:2][CH2:3]1. (4) Given the reactants [NH2:1][C@@:2]([CH3:8])([CH2:6][OH:7])[C:3]([OH:5])=[O:4].[CH:9](=O)[C:10]1[CH:15]=[CH:14][CH:13]=[CH:12][CH:11]=1, predict the reaction product. The product is: [CH2:9]([NH:1][C@@:2]([CH3:8])([CH2:6][OH:7])[C:3]([OH:5])=[O:4])[C:10]1[CH:15]=[CH:14][CH:13]=[CH:12][CH:11]=1.